From a dataset of Full USPTO retrosynthesis dataset with 1.9M reactions from patents (1976-2016). Predict the reactants needed to synthesize the given product. Given the product [CH3:17][C:18]1[CH:19]=[CH:20][C:21]([C:28]2[CH:33]=[CH:32][CH:31]=[CH:30][N:29]=2)=[C:22]([CH:27]=1)[C:23]([OH:25])=[O:24], predict the reactants needed to synthesize it. The reactants are: CC1C=CC(C2C=NN(C)C=2)=C(C=1)C(O)=O.[CH3:17][C:18]1[CH:19]=[CH:20][C:21]([C:28]2[CH:33]=[CH:32][CH:31]=[CH:30][N:29]=2)=[C:22]([CH:27]=1)[C:23]([O:25]C)=[O:24].